This data is from Reaction yield outcomes from USPTO patents with 853,638 reactions. The task is: Predict the reaction yield, written as a fraction of the theoretical maximum amount of product (1.0 means a 100% yield; for example, 0.34 means a 34% yield). The reactants are [NH2:1][C:2]1[N:7]=[CH:6][C:5]([C:8]2[CH:9]=[N:10][N:11](C(OC(C)(C)C)=O)[CH:12]=2)=[CH:4][CH:3]=1.Cl[C:21]1[CH:26]=[C:25]([C:27]2[CH:28]=[CH:29][C:30]([O:35][CH:36]3[CH2:41][CH2:40][O:39][CH2:38][CH2:37]3)=[C:31]([CH:34]=2)[C:32]#[N:33])[CH:24]=[CH:23][N:22]=1. No catalyst specified. The product is [NH:11]1[CH:12]=[C:8]([C:5]2[CH:4]=[CH:3][C:2]([NH:1][C:23]3[CH:24]=[C:25]([C:27]4[CH:28]=[CH:29][C:30]([O:35][CH:36]5[CH2:41][CH2:40][O:39][CH2:38][CH2:37]5)=[C:31]([CH:34]=4)[C:32]#[N:33])[CH:26]=[CH:21][N:22]=3)=[N:7][CH:6]=2)[CH:9]=[N:10]1. The yield is 0.160.